Dataset: Full USPTO retrosynthesis dataset with 1.9M reactions from patents (1976-2016). Task: Predict the reactants needed to synthesize the given product. (1) Given the product [C:20]([O:24][C:25](=[O:34])[N:26]([C:28]1[S:32][C:31]([C:5]2[CH:6]=[N:7][C:2]([Cl:1])=[CH:3][CH:4]=2)=[N:30][CH:29]=1)[CH3:27])([CH3:23])([CH3:21])[CH3:22], predict the reactants needed to synthesize it. The reactants are: [Cl:1][C:2]1[N:7]=[CH:6][C:5](B(O)O)=[CH:4][CH:3]=1.C(O)C.C([O-])([O-])=O.[K+].[K+].[C:20]([O:24][C:25](=[O:34])[N:26]([C:28]1[S:32][C:31](Br)=[N:30][CH:29]=1)[CH3:27])([CH3:23])([CH3:22])[CH3:21]. (2) Given the product [Cl:1][C:2]1[CH:7]=[CH:6][N:5]=[C:4]2[N:8]([Si:17]([CH:21]([CH3:23])[CH3:22])([CH:18]([CH3:20])[CH3:19])[CH:15]([CH3:16])[CH3:14])[CH:9]=[C:10]([I:11])[C:3]=12, predict the reactants needed to synthesize it. The reactants are: [Cl:1][C:2]1[CH:7]=[CH:6][N:5]=[C:4]2[NH:8][CH:9]=[C:10]([I:11])[C:3]=12.[H-].[Na+].[CH3:14][CH:15]([Si:17](Cl)([CH:21]([CH3:23])[CH3:22])[CH:18]([CH3:20])[CH3:19])[CH3:16]. (3) Given the product [N:28]1([CH2:2][C:3]2[CH:4]=[C:5]([C:9]3[C:14]4[N:15]([C:18]5[CH:23]=[CH:22][CH:21]=[CH:20][CH:19]=5)[CH:16]=[N:17][C:13]=4[CH:12]=[C:11]([C:24]([F:27])([F:26])[F:25])[CH:10]=3)[CH:6]=[CH:7][CH:8]=2)[CH2:33][CH2:32][O:31][CH2:30][CH2:29]1, predict the reactants needed to synthesize it. The reactants are: Cl[CH2:2][C:3]1[CH:4]=[C:5]([C:9]2[C:14]3[N:15]([C:18]4[CH:23]=[CH:22][CH:21]=[CH:20][CH:19]=4)[CH:16]=[N:17][C:13]=3[CH:12]=[C:11]([C:24]([F:27])([F:26])[F:25])[CH:10]=2)[CH:6]=[CH:7][CH:8]=1.[NH:28]1[CH2:33][CH2:32][O:31][CH2:30][CH2:29]1. (4) Given the product [C:1]12([CH2:11][C:12]3[O:13][N:55]=[C:53]([C:52]4[CH:57]=[CH:58][C:49]([Cl:48])=[CH:50][CH:51]=4)[N:54]=3)[CH2:2][CH:3]3[CH2:4][CH:5]([CH2:6][CH:7]([CH2:9]3)[CH2:8]1)[CH2:10]2, predict the reactants needed to synthesize it. The reactants are: [C:1]12([CH2:11][C:12](O)=[O:13])[CH2:10][CH:5]3[CH2:6][CH:7]([CH2:9][CH:3]([CH2:4]3)[CH2:2]1)[CH2:8]2.C(N(C(C)C)CC)(C)C.CN(C(ON1N=NC2C=CC=CC1=2)=[N+](C)C)C.F[P-](F)(F)(F)(F)F.[Cl:48][C:49]1[CH:58]=[CH:57][C:52]([C:53](=[N:55]O)[NH2:54])=[CH:51][CH:50]=1. (5) Given the product [CH2:30]([N:6]1[C:5]([C:12]([C:14]2[CH:15]=[C:16]([CH:19]=[C:20]([CH3:22])[CH:21]=2)[C:17]#[N:18])=[O:13])=[C:4]([CH:1]([CH3:3])[CH3:2])[C:9](=[O:10])[NH:8][C:7]1=[O:11])[CH2:31][CH2:32][CH3:33], predict the reactants needed to synthesize it. The reactants are: [CH:1]([C:4]1[C:9](=[O:10])[NH:8][C:7](=[O:11])[NH:6][C:5]=1[C:12]([C:14]1[CH:15]=[C:16]([CH:19]=[C:20]([CH3:22])[CH:21]=1)[C:17]#[N:18])=[O:13])([CH3:3])[CH3:2].C(=O)([O-])[O-].[K+].[K+].I[CH2:30][CH2:31][CH2:32][CH3:33]. (6) Given the product [CH3:1][C:2]1[CH:3]=[CH:4][C:5]([C:18]2[CH:23]=[CH:22][C:21]([CH3:24])=[CH:20][N:19]=2)=[C:6]([CH:10]=1)[C:7]([OH:9])=[O:8], predict the reactants needed to synthesize it. The reactants are: [CH3:1][C:2]1[CH:3]=[CH:4][C:5](C2C=NC=CN=2)=[C:6]([CH:10]=1)[C:7]([OH:9])=[O:8].Br[C:18]1[CH:23]=[CH:22][C:21]([CH3:24])=[CH:20][N:19]=1. (7) Given the product [C:1]([N:5]1[C:9]([NH:10][C:11]2[N:16]=[C:15]([CH2:17][OH:18])[CH:14]=[N:13][CH:12]=2)=[CH:8][CH:7]=[N:6]1)([CH3:4])([CH3:3])[CH3:2], predict the reactants needed to synthesize it. The reactants are: [C:1]([N:5]1[C:9]([NH:10][C:11]2[N:16]=[C:15]([CH:17]=[O:18])[CH:14]=[N:13][CH:12]=2)=[CH:8][CH:7]=[N:6]1)([CH3:4])([CH3:3])[CH3:2].[BH4-].[Na+].Cl. (8) The reactants are: [Cl:1][C:2]1[CH:3]=[C:4](/[CH:8]=[CH:9]/[CH:10]=[C:11]2[CH2:16][CH2:15][NH:14][CH2:13][CH2:12]2)[CH:5]=[CH:6][CH:7]=1.CCN(C(C)C)C(C)C.Cl[C:27]1[N:28]=[C:29]2[CH:34]=[CH:33][CH:32]=[CH:31][N:30]2[C:35]=1[N+:36]([O-:38])=[O:37]. Given the product [Cl:1][C:2]1[CH:3]=[C:4](/[CH:8]=[CH:9]/[CH:10]=[C:11]2[CH2:16][CH2:15][N:14]([C:27]3[N:28]=[C:29]4[CH:34]=[CH:33][CH:32]=[CH:31][N:30]4[C:35]=3[N+:36]([O-:38])=[O:37])[CH2:13][CH2:12]2)[CH:5]=[CH:6][CH:7]=1, predict the reactants needed to synthesize it. (9) Given the product [C:12]1([C:3]2[C:4]3[C:9](=[O:10])[NH:8][CH:7]=[N:6][C:5]=3[O:11][C:2]=2[C:26]2[CH:27]=[CH:28][C:29]([O:30][CH2:31][CH2:32][N:33]3[CH2:34][CH2:35][CH2:36][CH2:37]3)=[CH:38][CH:39]=2)[CH:17]=[CH:16][CH:15]=[CH:14][CH:13]=1, predict the reactants needed to synthesize it. The reactants are: Br[C:2]1[O:11][C:5]2[N:6]=[CH:7][NH:8][C:9](=[O:10])[C:4]=2[C:3]=1[C:12]1[CH:17]=[CH:16][CH:15]=[CH:14][CH:13]=1.CC1(C)C(C)(C)OB([C:26]2[CH:39]=[CH:38][C:29]([O:30][CH2:31][CH2:32][N:33]3[CH2:37][CH2:36][CH2:35][CH2:34]3)=[CH:28][CH:27]=2)O1.C(=O)([O-])[O-].[K+].[K+].COCCOC. (10) Given the product [CH3:1][S:2][C:3]1[CH:4]=[CH:5][C:6]([C:9]2[O:13][N:12]=[CH:11][C:10]=2[CH2:14][OH:15])=[CH:7][CH:8]=1, predict the reactants needed to synthesize it. The reactants are: [CH3:1][S:2][C:3]1[CH:8]=[CH:7][C:6]([C:9]2[O:13][N:12]=[CH:11][C:10]=2[C:14](OCC)=[O:15])=[CH:5][CH:4]=1.[H-].C([Al+]CC(C)C)C(C)C.Cl.